This data is from Acute oral toxicity (LD50) regression data from Zhu et al.. The task is: Regression/Classification. Given a drug SMILES string, predict its toxicity properties. Task type varies by dataset: regression for continuous values (e.g., LD50, hERG inhibition percentage) or binary classification for toxic/non-toxic outcomes (e.g., AMES mutagenicity, cardiotoxicity, hepatotoxicity). Dataset: ld50_zhu. (1) The compound is CCCC(C)C(=O)O. The rat oral LD50 is 1.75, given as -log10 of the dose in mol/kg body weight (higher means more acutely toxic). (2) The compound is CCOP(=S)(OCC)Oc1cnn(C)c(=O)c1OC. The rat oral LD50 is 5.09, given as -log10 of the dose in mol/kg body weight (higher means more acutely toxic).